Dataset: Catalyst prediction with 721,799 reactions and 888 catalyst types from USPTO. Task: Predict which catalyst facilitates the given reaction. Reactant: [CH2:1]([NH:3][C:4](=[O:40])[NH:5][C:6]1[S:7][C:8]2[C:14]([C:15](C3SC=CN=3)=[O:16])=[CH:13][C:12]([C:22]3[CH:23]=[N:24][C:25]([N:28]4[CH2:33][CH2:32][C:31]([CH3:39])([C:34]([O:36]CC)=[O:35])[CH2:30][CH2:29]4)=[N:26][CH:27]=3)=[CH:11][C:9]=2[N:10]=1)[CH3:2].C[C:42]([CH3:45])([O-])C.[K+]. Product: [CH2:1]([NH:3][C:4]([NH:5][C:6]1[S:7][C:8]2[C:14]([C:15](=[O:16])[NH:10][C:6]3[S:7][CH:42]=[CH:45][N:5]=3)=[CH:13][C:12]([C:22]3[CH:23]=[N:24][C:25]([N:28]4[CH2:29][CH2:30][C:31]([CH3:39])([C:34]([OH:36])=[O:35])[CH2:32][CH2:33]4)=[N:26][CH:27]=3)=[CH:11][C:9]=2[N:10]=1)=[O:40])[CH3:2]. The catalyst class is: 16.